Predict the product of the given reaction. From a dataset of Forward reaction prediction with 1.9M reactions from USPTO patents (1976-2016). (1) The product is: [I:1][C:2]1[CH:9]=[CH:8][C:5]([CH:6]2[O:38][CH2:35][CH2:36][O:37]2)=[C:4]([C:10]([F:13])([F:12])[F:11])[CH:3]=1. Given the reactants [I:1][C:2]1[CH:9]=[CH:8][C:5]([C:6]#N)=[C:4]([C:10]([F:13])([F:12])[F:11])[CH:3]=1.CC(C[AlH]CC(C)C)C.CC1C=CC(S(O)(=O)=O)=CC=1.O.[CH2:35]([OH:38])[CH2:36][OH:37], predict the reaction product. (2) The product is: [CH3:33][S:30]([NH:29][CH:26]1[CH2:25][CH2:24][N:23]([C:2]2[C:7]([CH3:8])=[CH:6][CH:5]=[CH:4][C:3]=2[CH2:9][N:10]2[CH2:15][CH2:14][N:13]([C:16]([O:18][C:19]([CH3:22])([CH3:21])[CH3:20])=[O:17])[CH2:12][CH2:11]2)[CH2:28][CH2:27]1)(=[O:31])=[O:32]. Given the reactants Br[C:2]1[C:7]([CH3:8])=[CH:6][CH:5]=[CH:4][C:3]=1[CH2:9][N:10]1[CH2:15][CH2:14][N:13]([C:16]([O:18][C:19]([CH3:22])([CH3:21])[CH3:20])=[O:17])[CH2:12][CH2:11]1.[NH:23]1[CH2:28][CH2:27][CH:26]([NH:29][S:30]([CH3:33])(=[O:32])=[O:31])[CH2:25][CH2:24]1.C1(P(C2C=CC=CC=2)C2C=CC3C(=CC=CC=3)C=2C2C3C(=CC=CC=3)C=CC=2P(C2C=CC=CC=2)C2C=CC=CC=2)C=CC=CC=1.CC(C)([O-])C.[Na+], predict the reaction product. (3) Given the reactants [H-].[Al+3].[Li+].[H-].[H-].[H-].[CH3:7][N:8]([CH:16]1[CH2:21][CH2:20][C:19]([C:22]2[C:26]3=[N:27][CH:28]=[CH:29][CH:30]=[C:25]3[NH:24][CH:23]=2)=[CH:18][CH2:17]1)[C:9](=O)OC(C)(C)C.C(OCC)(=O)C, predict the reaction product. The product is: [CH3:7][N:8]([CH3:9])[CH:16]1[CH2:21][CH2:20][C:19]([C:22]2[C:26]3=[N:27][CH:28]=[CH:29][CH:30]=[C:25]3[NH:24][CH:23]=2)=[CH:18][CH2:17]1.